From a dataset of CYP1A2 inhibition data for predicting drug metabolism from PubChem BioAssay. Regression/Classification. Given a drug SMILES string, predict its absorption, distribution, metabolism, or excretion properties. Task type varies by dataset: regression for continuous measurements (e.g., permeability, clearance, half-life) or binary classification for categorical outcomes (e.g., BBB penetration, CYP inhibition). Dataset: cyp1a2_veith. The compound is Cn1c(O)c(C(c2ccccn2)c2c(O)n(C)c(=S)n(C)c2=O)c(=O)n(C)c1=S. The result is 0 (non-inhibitor).